Dataset: NCI-60 drug combinations with 297,098 pairs across 59 cell lines. Task: Regression. Given two drug SMILES strings and cell line genomic features, predict the synergy score measuring deviation from expected non-interaction effect. (1) Drug 1: CC1=C2C(C(=O)C3(C(CC4C(C3C(C(C2(C)C)(CC1OC(=O)C(C(C5=CC=CC=C5)NC(=O)OC(C)(C)C)O)O)OC(=O)C6=CC=CC=C6)(CO4)OC(=O)C)OC)C)OC. Drug 2: CC1=C2C(C(=O)C3(C(CC4C(C3C(C(C2(C)C)(CC1OC(=O)C(C(C5=CC=CC=C5)NC(=O)OC(C)(C)C)O)O)OC(=O)C6=CC=CC=C6)(CO4)OC(=O)C)O)C)O. Cell line: MOLT-4. Synergy scores: CSS=95.0, Synergy_ZIP=12.2, Synergy_Bliss=11.5, Synergy_Loewe=9.76, Synergy_HSA=13.2. (2) Drug 1: CS(=O)(=O)CCNCC1=CC=C(O1)C2=CC3=C(C=C2)N=CN=C3NC4=CC(=C(C=C4)OCC5=CC(=CC=C5)F)Cl. Drug 2: B(C(CC(C)C)NC(=O)C(CC1=CC=CC=C1)NC(=O)C2=NC=CN=C2)(O)O. Synergy scores: CSS=37.0, Synergy_ZIP=1.01, Synergy_Bliss=-0.367, Synergy_Loewe=-52.2, Synergy_HSA=-2.69. Cell line: CCRF-CEM. (3) Drug 1: CC1=C2C(C(=O)C3(C(CC4C(C3C(C(C2(C)C)(CC1OC(=O)C(C(C5=CC=CC=C5)NC(=O)C6=CC=CC=C6)O)O)OC(=O)C7=CC=CC=C7)(CO4)OC(=O)C)O)C)OC(=O)C. Drug 2: COC1=C2C(=CC3=C1OC=C3)C=CC(=O)O2. Cell line: NCIH23. Synergy scores: CSS=20.3, Synergy_ZIP=3.85, Synergy_Bliss=-0.972, Synergy_Loewe=-25.3, Synergy_HSA=-1.76. (4) Drug 1: C1=CC=C(C(=C1)C(C2=CC=C(C=C2)Cl)C(Cl)Cl)Cl. Drug 2: CCCCCOC(=O)NC1=NC(=O)N(C=C1F)C2C(C(C(O2)C)O)O. Cell line: UO-31. Synergy scores: CSS=2.48, Synergy_ZIP=-1.35, Synergy_Bliss=-0.785, Synergy_Loewe=-0.168, Synergy_HSA=-0.471.